Dataset: Forward reaction prediction with 1.9M reactions from USPTO patents (1976-2016). Task: Predict the product of the given reaction. Given the reactants [CH3:1][C:2]1[CH:6]=[CH:5][S:4][C:3]=1[C:7]1[C:8](=[O:14])[NH:9][C:10](=[O:13])[NH:11][CH:12]=1.[H-].[Na+].Br[CH2:18][CH2:19][CH2:20][O:21][Si:22]([C:25]([CH3:28])([CH3:27])[CH3:26])([CH3:24])[CH3:23], predict the reaction product. The product is: [C:25]([Si:22]([CH3:24])([CH3:23])[O:21][CH2:20][CH2:19][CH2:18][N:11]1[CH:12]=[C:7]([C:3]2[S:4][CH:5]=[CH:6][C:2]=2[CH3:1])[C:8](=[O:14])[NH:9][C:10]1=[O:13])([CH3:28])([CH3:27])[CH3:26].